Dataset: NCI-60 drug combinations with 297,098 pairs across 59 cell lines. Task: Regression. Given two drug SMILES strings and cell line genomic features, predict the synergy score measuring deviation from expected non-interaction effect. (1) Synergy scores: CSS=0.540, Synergy_ZIP=-1.92, Synergy_Bliss=-3.94, Synergy_Loewe=-10.2, Synergy_HSA=-6.29. Cell line: M14. Drug 2: CC12CCC3C(C1CCC2O)C(CC4=C3C=CC(=C4)O)CCCCCCCCCS(=O)CCCC(C(F)(F)F)(F)F. Drug 1: CC1C(C(CC(O1)OC2CC(CC3=C2C(=C4C(=C3O)C(=O)C5=C(C4=O)C(=CC=C5)OC)O)(C(=O)C)O)N)O.Cl. (2) Drug 1: C1CCN(CC1)CCOC2=CC=C(C=C2)C(=O)C3=C(SC4=C3C=CC(=C4)O)C5=CC=C(C=C5)O. Drug 2: C1=NNC2=C1C(=O)NC=N2. Cell line: UACC62. Synergy scores: CSS=4.51, Synergy_ZIP=2.74, Synergy_Bliss=5.04, Synergy_Loewe=1.40, Synergy_HSA=2.10. (3) Drug 1: C1CC(C1)(C(=O)O)C(=O)O.[NH2-].[NH2-].[Pt+2]. Drug 2: C1=NC(=NC(=O)N1C2C(C(C(O2)CO)O)O)N. Cell line: CCRF-CEM. Synergy scores: CSS=71.7, Synergy_ZIP=2.93, Synergy_Bliss=0.256, Synergy_Loewe=-3.57, Synergy_HSA=-0.0305. (4) Drug 1: C1=CC(=CC=C1CC(C(=O)O)N)N(CCCl)CCCl.Cl. Drug 2: C1CN(P(=O)(OC1)NCCCl)CCCl. Cell line: SF-295. Synergy scores: CSS=11.9, Synergy_ZIP=-4.90, Synergy_Bliss=-0.491, Synergy_Loewe=-14.4, Synergy_HSA=-0.323. (5) Drug 1: C1=CC=C(C=C1)NC(=O)CCCCCCC(=O)NO. Drug 2: C1=CN(C=N1)CC(O)(P(=O)(O)O)P(=O)(O)O. Cell line: SF-295. Synergy scores: CSS=8.60, Synergy_ZIP=-2.25, Synergy_Bliss=-0.00626, Synergy_Loewe=-6.53, Synergy_HSA=0.365. (6) Drug 1: CN1CCC(CC1)COC2=C(C=C3C(=C2)N=CN=C3NC4=C(C=C(C=C4)Br)F)OC. Drug 2: CC12CCC3C(C1CCC2O)C(CC4=C3C=CC(=C4)O)CCCCCCCCCS(=O)CCCC(C(F)(F)F)(F)F. Cell line: HOP-92. Synergy scores: CSS=21.5, Synergy_ZIP=0.687, Synergy_Bliss=2.75, Synergy_Loewe=5.09, Synergy_HSA=5.98. (7) Drug 1: CCC(=C(C1=CC=CC=C1)C2=CC=C(C=C2)OCCN(C)C)C3=CC=CC=C3.C(C(=O)O)C(CC(=O)O)(C(=O)O)O. Drug 2: CC(C)(C#N)C1=CC(=CC(=C1)CN2C=NC=N2)C(C)(C)C#N. Cell line: NCI/ADR-RES. Synergy scores: CSS=3.44, Synergy_ZIP=-3.44, Synergy_Bliss=-0.378, Synergy_Loewe=-2.72, Synergy_HSA=-1.77.